From a dataset of Catalyst prediction with 721,799 reactions and 888 catalyst types from USPTO. Predict which catalyst facilitates the given reaction. Reactant: [Cl:1][C:2]1[CH:33]=[CH:32][CH:31]=[C:30]([CH3:34])[C:3]=1[C:4]([NH:6][C:7]([N:9]([C:18]1[CH:23]=[CH:22][C:21]([C:24]([O:26][CH3:27])=[O:25])=[C:20]([O:28][CH3:29])[CH:19]=1)[NH:10]C(OC(C)(C)C)=O)=[O:8])=O.C(O)(C(F)(F)F)=O. Product: [Cl:1][C:2]1[CH:33]=[CH:32][CH:31]=[C:30]([CH3:34])[C:3]=1[C:4]1[NH:6][C:7](=[O:8])[N:9]([C:18]2[CH:23]=[CH:22][C:21]([C:24]([O:26][CH3:27])=[O:25])=[C:20]([O:28][CH3:29])[CH:19]=2)[N:10]=1. The catalyst class is: 2.